Dataset: Full USPTO retrosynthesis dataset with 1.9M reactions from patents (1976-2016). Task: Predict the reactants needed to synthesize the given product. (1) Given the product [CH3:11][O:12][C:13]1[N:18]=[CH:17][C:16]([CH:19]=[O:20])=[C:15]([C:21]([F:24])([F:22])[F:23])[CH:14]=1, predict the reactants needed to synthesize it. The reactants are: CS(C)=O.C(Cl)(=O)C(Cl)=O.[CH3:11][O:12][C:13]1[N:18]=[CH:17][C:16]([CH2:19][OH:20])=[C:15]([C:21]([F:24])([F:23])[F:22])[CH:14]=1.C(N(CC)CC)C. (2) Given the product [C:1]([CH2:3][C:4]([O:6][CH2:10][CH:9]([CH2:7][CH3:8])[CH2:12][CH2:13][CH2:14][CH3:15])=[O:5])#[N:2], predict the reactants needed to synthesize it. The reactants are: [C:1]([CH2:3][C:4]([OH:6])=[O:5])#[N:2].[CH2:7]([CH:9]([CH2:12][CH2:13][CH2:14][CH3:15])[CH2:10]O)[CH3:8].O.C1(C)C=CC(S(O)(=O)=O)=CC=1.